This data is from Full USPTO retrosynthesis dataset with 1.9M reactions from patents (1976-2016). The task is: Predict the reactants needed to synthesize the given product. (1) Given the product [C:1]([NH:4][C:5]1[CH:6]=[C:7]([NH:11][C:12]2[N:17]=[C:16]([NH:18][CH2:19][CH:20]3[CH2:25][CH2:24][CH2:23][NH:22][CH2:21]3)[C:15]([C:36]([NH2:37])=[O:38])=[CH:14][N:13]=2)[CH:8]=[CH:9][CH:10]=1)(=[O:3])[CH3:2], predict the reactants needed to synthesize it. The reactants are: [C:1]([NH:4][C:5]1[CH:6]=[C:7]([NH:11][C:12]2[N:17]=[C:16]([NH:18][CH2:19][CH:20]3[CH2:25][CH2:24][CH2:23][N:22](C(OCC4C=CC=CC=4)=O)[CH2:21]3)[C:15]([C:36](=[O:38])[NH2:37])=[CH:14][N:13]=2)[CH:8]=[CH:9][CH:10]=1)(=[O:3])[CH3:2].Cl. (2) Given the product [Cl:1][C:2]1[CH:3]=[C:4]([N:10]2[C:14]([CH3:15])=[C:13]([O:16][CH2:17][C:18]3[CH:19]=[N:20][N:21]([C:26]([C:39]4[CH:40]=[CH:41][CH:42]=[CH:43][CH:44]=4)([C:33]4[CH:34]=[CH:35][CH:36]=[CH:37][CH:38]=4)[C:27]4[CH:32]=[CH:31][CH:30]=[CH:29][CH:28]=4)[C:22]=3[C:23]([NH:46][CH2:47][C:48]([OH:50])([CH3:51])[CH3:49])=[O:25])[C:12]([CH3:45])=[N:11]2)[CH:5]=[CH:6][C:7]=1[C:8]#[N:9], predict the reactants needed to synthesize it. The reactants are: [Cl:1][C:2]1[CH:3]=[C:4]([N:10]2[C:14]([CH3:15])=[C:13]([O:16][CH2:17][C:18]3[CH:19]=[N:20][N:21]([C:26]([C:39]4[CH:44]=[CH:43][CH:42]=[CH:41][CH:40]=4)([C:33]4[CH:38]=[CH:37][CH:36]=[CH:35][CH:34]=4)[C:27]4[CH:32]=[CH:31][CH:30]=[CH:29][CH:28]=4)[C:22]=3[C:23]([OH:25])=O)[C:12]([CH3:45])=[N:11]2)[CH:5]=[CH:6][C:7]=1[C:8]#[N:9].[NH2:46][CH2:47][C:48]([CH3:51])([OH:50])[CH3:49]. (3) Given the product [CH2:1]([N:8]1[C:16]2[C:11](=[CH:12][C:13]([C:17]([OH:26])([C:18]([F:19])([F:20])[F:21])[C:22]([F:25])([F:23])[F:24])=[CH:14][CH:15]=2)[C:10]([F:33])=[C:9]1[CH3:27])[C:2]1[CH:3]=[CH:4][CH:5]=[CH:6][CH:7]=1, predict the reactants needed to synthesize it. The reactants are: [CH2:1]([N:8]1[C:16]2[C:11](=[CH:12][C:13]([C:17]([OH:26])([C:22]([F:25])([F:24])[F:23])[C:18]([F:21])([F:20])[F:19])=[CH:14][CH:15]=2)[CH:10]=[C:9]1[CH3:27])[C:2]1[CH:7]=[CH:6][CH:5]=[CH:4][CH:3]=1.[O-]S(C(F)(F)[F:33])(=O)=O.F[N+]1C=CC=CC=1.[NH4+].[Cl-].CCOCC. (4) The reactants are: [CH3:1][N:2]1[C:6]2=[N:7][CH:8]=[CH:9][CH:10]=[C:5]2[N:4]=[C:3]1[O:11][C:12]1[CH:17]=[CH:16][C:15](B2OC(C)(C)C(C)(C)O2)=[CH:14][CH:13]=1.Br[C:28]1[C:32]2=[N:33][CH:34]=[CH:35][CH:36]=[C:31]2[N:30]([CH:37]([CH3:39])[CH3:38])[N:29]=1.C([O-])([O-])=O.[Na+].[Na+]. Given the product [CH3:39][CH:37]([N:30]1[C:31]2[C:32](=[N:33][CH:34]=[CH:35][CH:36]=2)[C:28]([C:15]2[CH:14]=[CH:13][C:12]([O:11][C:3]3[N:2]([CH3:1])[C:6]4=[N:7][CH:8]=[CH:9][CH:10]=[C:5]4[N:4]=3)=[CH:17][CH:16]=2)=[N:29]1)[CH3:38], predict the reactants needed to synthesize it. (5) Given the product [F:1][C:2]1[CH:30]=[CH:29][CH:28]=[CH:27][C:3]=1[CH2:4][C:5]1[N:6]=[C:7]([C:14]2[N:15]=[C:16]([NH:35][CH2:34][CH2:33][C:32]([F:37])([F:36])[F:31])[C:17]3[C:22]([CH3:24])([CH3:23])[C:21](=[O:25])[NH:20][C:18]=3[N:19]=2)[N:8]2[CH:13]=[CH:12][CH:11]=[N:10][C:9]=12, predict the reactants needed to synthesize it. The reactants are: [F:1][C:2]1[CH:30]=[CH:29][CH:28]=[CH:27][C:3]=1[CH2:4][C:5]1[N:6]=[C:7]([C:14]2[N:15]=[C:16](I)[C:17]3[C:22]([CH3:24])([CH3:23])[C:21](=[O:25])[NH:20][C:18]=3[N:19]=2)[N:8]2[CH:13]=[CH:12][CH:11]=[N:10][C:9]=12.[F:31][C:32]([F:37])([F:36])[CH2:33][CH2:34][NH2:35]. (6) The reactants are: Br[CH:2]1[CH2:8][NH:7][C:6]2[CH:9]=[CH:10][CH:11]=[CH:12][C:5]=2[N:4]2[C:13]([CH3:16])=[N:14][N:15]=[C:3]12.[C:17]1(B(O)O)[CH:22]=[CH:21][CH:20]=[CH:19][CH:18]=1.[C:26]([O-])([O-])=O.[Cs+].[Cs+]. Given the product [CH3:16][C:13]1[N:4]2[C:5]3[CH:12]=[CH:11][C:10]([C:17]4[CH:22]=[CH:21][CH:20]=[CH:19][CH:18]=4)=[CH:9][C:6]=3[N:7]([CH3:26])[CH2:8][CH2:2][C:3]2=[N:15][N:14]=1, predict the reactants needed to synthesize it. (7) Given the product [CH2:16]([O:18][C:19](=[O:41])[C:20]([O:23][C:24]1[CH:29]=[CH:28][C:27]([O:30][C:31]2[CH:36]=[CH:35][C:34]([F:37])=[C:33]([CH2:38][NH2:39])[CH:32]=2)=[CH:26][C:25]=1[CH3:40])([CH3:21])[CH3:22])[CH3:17], predict the reactants needed to synthesize it. The reactants are: O(C1C=CC=CC=1C#N)C1C=CC=CC=1.[CH2:16]([O:18][C:19](=[O:41])[C:20]([O:23][C:24]1[CH:29]=[CH:28][C:27]([O:30][C:31]2[CH:36]=[CH:35][C:34]([F:37])=[C:33]([C:38]#[N:39])[CH:32]=2)=[CH:26][C:25]=1[CH3:40])([CH3:22])[CH3:21])[CH3:17].